Task: Predict the product of the given reaction.. Dataset: Forward reaction prediction with 1.9M reactions from USPTO patents (1976-2016) (1) Given the reactants [F:1][C:2]([F:11])([F:10])[C:3]1[N:7]=[CH:6][N:5]([CH2:8]O)[N:4]=1.S(Cl)([Cl:14])=O, predict the reaction product. The product is: [Cl:14][CH2:8][N:5]1[CH:6]=[N:7][C:3]([C:2]([F:11])([F:10])[F:1])=[N:4]1. (2) Given the reactants ClC(Cl)(O[C:5](=[O:11])OC(Cl)(Cl)Cl)Cl.[F:13][C:14]([F:22])([F:21])[CH:15]([OH:20])[C:16]([F:19])([F:18])[F:17].C(N(CC)C(C)C)(C)C.[CH3:32][C:33]1[CH:38]=[C:37]([C:39]2[CH:44]=[CH:43][C:42]([CH2:45][N:46]3[CH2:51][CH2:50][NH:49][CH2:48][CH2:47]3)=[C:41]([CH3:52])[CH:40]=2)[CH:36]=[C:35]([CH3:53])[N:34]=1, predict the reaction product. The product is: [CH3:53][C:35]1[CH:36]=[C:37]([C:39]2[CH:44]=[CH:43][C:42]([CH2:45][N:46]3[CH2:51][CH2:50][N:49]([C:5]([O:20][CH:15]([C:16]([F:19])([F:18])[F:17])[C:14]([F:22])([F:21])[F:13])=[O:11])[CH2:48][CH2:47]3)=[C:41]([CH3:52])[CH:40]=2)[CH:38]=[C:33]([CH3:32])[N:34]=1.